Predict the reactants needed to synthesize the given product. From a dataset of Retrosynthesis with 50K atom-mapped reactions and 10 reaction types from USPTO. Given the product COc1ccc(CN2CCC=C(CC(=O)O)C2=O)c(OC)c1, predict the reactants needed to synthesize it. The reactants are: COC(=O)CC1=CCCN(Cc2ccc(OC)cc2OC)C1=O.